This data is from HIV replication inhibition screening data with 41,000+ compounds from the AIDS Antiviral Screen. The task is: Binary Classification. Given a drug SMILES string, predict its activity (active/inactive) in a high-throughput screening assay against a specified biological target. (1) The molecule is CNNC1=NS(=O)(=O)c2cc(C(=O)OC)c(Cl)cc2S1. The result is 0 (inactive). (2) The molecule is CC(O)C1=CCC2c3[nH]c4ccccc4c3CCN2C1. The result is 0 (inactive). (3) The molecule is O=C(Nc1ccc(C2=NCCN2)cc1)c1cc(C(=O)Nc2ccc(C3=NCCN3)cc2)ncn1. The result is 1 (active).